This data is from Peptide-MHC class II binding affinity with 134,281 pairs from IEDB. The task is: Regression. Given a peptide amino acid sequence and an MHC pseudo amino acid sequence, predict their binding affinity value. This is MHC class II binding data. The peptide sequence is MYKECEWPLTHTIGT. The MHC is DRB3_0101 with pseudo-sequence DRB3_0101. The binding affinity (normalized) is 0.314.